From a dataset of Reaction yield outcomes from USPTO patents with 853,638 reactions. Predict the reaction yield, written as a fraction of the theoretical maximum amount of product (1.0 means a 100% yield; for example, 0.34 means a 34% yield). (1) The reactants are CC(OC([NH:8][C@@H:9]([C:16]([OH:18])=[O:17])[C:10]1[CH:15]=[CH:14][CH:13]=[CH:12][CH:11]=1)=O)(C)C.C(N1C=CN=C1)(N1C=CN=C1)=O.C(O)CCCCCCC/C=C\CCCCCCCC. The catalyst is C(#N)C. The product is [NH2:8][CH:9]([C:10]1[CH:15]=[CH:14][CH:13]=[CH:12][CH:11]=1)[C:16]([OH:18])=[O:17]. The yield is 0.365. (2) The reactants are [CH:1]1[C:10]2[C:5](=[CH:6][C:7]([C:11]([OH:13])=O)=[CH:8][CH:9]=2)[CH:4]=[CH:3][N:2]=1.CN(C(ON1N=NC2C=CC=NC1=2)=[N+](C)C)C.F[P-](F)(F)(F)(F)F.Cl.[Cl:39][C:40]1[CH:45]=[CH:44][C:43]([C@@H:46]2[CH2:50][CH2:49][CH2:48][NH:47]2)=[CH:42][CH:41]=1.CCN(C(C)C)C(C)C. The catalyst is CN(C=O)C. The product is [Cl:39][C:40]1[CH:41]=[CH:42][C:43]([C@@H:46]2[CH2:50][CH2:49][CH2:48][N:47]2[C:11]([C:7]2[CH:6]=[C:5]3[C:10](=[CH:9][CH:8]=2)[CH:1]=[N:2][CH:3]=[CH:4]3)=[O:13])=[CH:44][CH:45]=1. The yield is 0.820. (3) The reactants are [CH3:1][O:2][C:3]1[CH:4]=[C:5]2[C:9](=[CH:10][CH:11]=1)[NH:8][CH:7]=[C:6]2[CH:12]1[CH2:16][CH2:15][NH:14][CH2:13]1.O.[C:18]([OH:22])(=[O:21])[CH:19]=O. The catalyst is CO.O. The product is [CH3:1][O:2][C:3]1[CH:4]=[C:5]2[C:9](=[CH:10][CH:11]=1)[NH:8][C:7]1[CH:19]([C:18]([OH:22])=[O:21])[N:14]3[CH2:13][CH:12]([C:6]2=1)[CH2:16][CH2:15]3. The yield is 0.910. (4) The reactants are [NH2:1][C:2]1[N:3]=[C:4]2[CH:9]=[CH:8][C:7]([O:10][C:11]3[CH:12]=[C:13]([NH:17][C:18](=[O:29])[C:19]4[CH:24]=[CH:23][CH:22]=[C:21]([C:25]([F:28])([F:27])[F:26])[CH:20]=4)[CH:14]=[CH:15][CH:16]=3)=[N:6][N:5]2[CH:30]=1.C(N(CC)CC)C.[CH3:38][S:39](Cl)(=[O:41])=[O:40]. The catalyst is O1CCCC1. The product is [CH3:38][S:39]([NH:1][C:2]1[N:3]=[C:4]2[CH:9]=[CH:8][C:7]([O:10][C:11]3[CH:12]=[C:13]([NH:17][C:18](=[O:29])[C:19]4[CH:24]=[CH:23][CH:22]=[C:21]([C:25]([F:28])([F:27])[F:26])[CH:20]=4)[CH:14]=[CH:15][CH:16]=3)=[N:6][N:5]2[CH:30]=1)(=[O:41])=[O:40]. The yield is 0.610. (5) The reactants are [Cl:1][C:2]1[C:7]([F:8])=[CH:6][CH:5]=[C:4]([Cl:9])[C:3]=1[CH:10]([OH:12])[CH3:11].O[C:14]1[C:15]([N+:20]([O-:22])=[O:21])=[N:16][CH:17]=[CH:18][CH:19]=1.C1(P(C2C=CC=CC=2)C2C=CC=CC=2)C=CC=CC=1.N(C(OC(C)C)=O)=NC(OC(C)C)=O. The catalyst is O1CCCC1. The product is [Cl:1][C:2]1[C:7]([F:8])=[CH:6][CH:5]=[C:4]([Cl:9])[C:3]=1[CH:10]([O:12][C:14]1[C:15]([N+:20]([O-:22])=[O:21])=[N:16][CH:17]=[CH:18][CH:19]=1)[CH3:11]. The yield is 0.890. (6) The reactants are [F:1][C:2]([F:15])([F:14])[C:3]1[CH:4]=[C:5](Br)[CH:6]=[C:7]([C:9]([F:12])([F:11])[F:10])[CH:8]=1.C(=O)([O-])[O-].[Na+].[Na+].[N:22]1[CH:27]=[CH:26][CH:25]=[C:24](B(O)O)[CH:23]=1. The catalyst is O1CCOCC1.O. The product is [F:1][C:2]([F:15])([F:14])[C:3]1[CH:4]=[C:5]([C:24]2[CH:23]=[N:22][CH:27]=[CH:26][CH:25]=2)[CH:6]=[C:7]([C:9]([F:12])([F:11])[F:10])[CH:8]=1. The yield is 0.580. (7) The reactants are Cl.[F:2][CH:3]([F:12])[C@H:4]1[CH2:9][NH:8][CH2:7][C@@H:6]([OH:10])[C@@H:5]1[OH:11].C([O-])([O-])=O.[K+].[K+].[CH2:19](Br)[CH2:20][CH2:21][CH3:22]. The catalyst is CN(C=O)C. The product is [CH2:19]([N:8]1[CH2:9][CH:4]([CH:3]([F:2])[F:12])[CH:5]([OH:11])[CH:6]([OH:10])[CH2:7]1)[CH2:20][CH2:21][CH3:22]. The yield is 0.800.